Binary Classification. Given a miRNA mature sequence and a target amino acid sequence, predict their likelihood of interaction. From a dataset of Experimentally validated miRNA-target interactions with 360,000+ pairs, plus equal number of negative samples. (1) The miRNA is hsa-miR-4712-5p with sequence UCCAGUACAGGUCUCUCAUUUC. The protein sequence of the target gene is MGFLWTGSWILVLVLNSGPIQAFPKPEGSQDKSLHNRELSAERPLNEQIAEAEADKIKKAFPSESKPSESNYSSVDNLNLLRAITEKETVEKERQSIRSPPFDNQLNVEDADSTKNRKLIDEYDSTKSGLDHKFQDDPDGLHQLDGTPLTAEDIVHKIATRIYEENDRGVFDKIVSKLLNLGLITESQAHTLEDEVAEALQKLISKEANNYEETLDKPTSRTENQDGKIPEKVTPVAAVQDGFTNRENDETVSNTLTLSNGLERRTNPHREDDFEELQYFPNFYALLTSIDSEKEAKEKE.... Result: 0 (no interaction). (2) The miRNA is hsa-miR-4713-5p with sequence UUCUCCCACUACCAGGCUCCCA. The protein sequence of the target gene is MQREEKQLEASLDALLSQVADLKNSLGSFICKLENEYGRLTWPSVLDSFALLSGQLNTLNKVLKHEKTPLFRNQVIIPLVLSPDRDEDLMRQTEGRVPVFSHEVVPDHLRTKPDPEVEEQEKQLTTDAARIGADAAQKQIQSLNKMCSNLLEKISKEERESESGGLRPNKQTFNPTDTNALVAAVAFGKGLSNWRPSGSSGPGQAGQPGAGTILAGTSGLQQVQMAGAPSQQQPMLSGVQMAQAGQPGKMPSGIKTNIKSASMHPYQR. Result: 1 (interaction). (3) The miRNA is hsa-miR-3937 with sequence ACAGGCGGCUGUAGCAAUGGGGG. The protein sequence of the target gene is MAAVAGSGAAAAPSSLLLVVGSEFGSPGLLTYVLEELERGIRSWDVDPGVCNLDEQLKVFVSRHSATFSSIVKGQRSLHHRGDNLETLVLLNPSDKSLYDELRNLLLDPASHKLLVLAGPCLEETGELLLQTGGFSPHHFLQVLKDREIRDILATTPPPVQPPILTITCPTFGDWAQLAPAVPGLQGALRLQLRLNPPAQLPNSEGLCEFLEYVAESLEPPSPFELLEPPTSGGFLRLGRPCCYIFPGGLGDAAFFAVNGFTVLVNGGSNPKSSFWKLVRHLDRVDAVLVTHPGADSLPG.... Result: 1 (interaction). (4) Result: 0 (no interaction). The miRNA is hsa-miR-600 with sequence ACUUACAGACAAGAGCCUUGCUC. The protein sequence of the target gene is MALVTLQRSPTPSAASSSASNSELEAGSEEDRKLNLSLSESFFMVKGAALFLQQGSSPQGQRSLQHPHKHAGDLPQHLQVMINLLRCEDRIKLAVRLESAWADRVRYMVVVYSSGRQDTEENILLGVDFSSKESKSCTIGMVLRLWSDTKIHLDGDGGFSVSTAGRMHIFKPVSVQAMWSALQVLHKACEVARRHNYFPGGVALIWATYYESCISSEQSCINEWNAMQDLESTRPDSPALFVDKPTEGERTERLIKAKLRSIMMSQDLENVTSKEIRNELEKQMNCNLKELKEFIDNEML.... (5) The miRNA is hsa-miR-4715-3p with sequence GUGCCACCUUAACUGCAGCCAAU. The protein sequence of the target gene is MGCASAKHVATVQNEEEAQKGKNYQNGDVFGDEYRIKPVEEVKYMKNGAEEEQKIAARNQENLEKSASSNVRLKTNKEVPGLVHQPRANMHISESQQEFFRMLDEKIEKGRDYCSEEEDIT. Result: 0 (no interaction). (6) The miRNA is rno-miR-27a-3p with sequence UUCACAGUGGCUAAGUUCCGC. The protein sequence of the target gene is MESRSVAQAGVQWCDLGSLQAPPPGFTLFSCLSLLSSWDYSSGFSGFCASPIEESHGALISSCNSRTMTDGLVTFRDVAIDFSQEEWECLDPAQRDLYVDVMLENYSNLVSLDLESKTYETKKIFSENDIFEINFSQWEMKDKSKTLGLEASIFRNNWKCKSIFEGLKGHQEGYFSQMIISYEKIPSYRKSKSLTPHQRIHNTEKSYVCKECGKACSHGSKLVQHERTHTAEKHFECKECGKNYLSAYQLNVHQRFHTGEKPYECKECGKTFSWGSSLVKHERIHTGEKPYECKECGKAF.... Result: 0 (no interaction). (7) The miRNA is mmu-miR-147-3p with sequence GUGUGCGGAAAUGCUUCUGCUA. The protein sequence of the target gene is MPNFAGTWKMRSSENFDELLKALGVNAMLRKVAVAAASKPHVEIRQDGDQFYIKTSTTVRTTEINFKVGEGFEEETVDGRKCRSLATWENENKIHCTQTLLEGDGPKTYWTRELANDELILTFGADDVVCTRIYVRE. Result: 0 (no interaction).